Dataset: Catalyst prediction with 721,799 reactions and 888 catalyst types from USPTO. Task: Predict which catalyst facilitates the given reaction. (1) Reactant: [NH:1]1[CH2:6][CH2:5][O:4][CH2:3][CH2:2]1.[C:7]([O:10][CH:11]([O:22][C:23](=[O:25])[CH3:24])[C:12]1[CH:17]=[CH:16][C:15]([S:18](Cl)(=[O:20])=[O:19])=[CH:14][CH:13]=1)(=[O:9])[CH3:8]. Product: [C:7]([O:10][CH:11]([O:22][C:23](=[O:25])[CH3:24])[C:12]1[CH:13]=[CH:14][C:15]([S:18]([N:1]2[CH2:6][CH2:5][O:4][CH2:3][CH2:2]2)(=[O:19])=[O:20])=[CH:16][CH:17]=1)(=[O:9])[CH3:8]. The catalyst class is: 4. (2) Reactant: [N+:1]([C:4]1[CH:12]=[CH:11][CH:10]=[C:9]2[C:5]=1[C:6](=[O:13])[NH:7][NH:8]2)([O-:3])=[O:2].[CH3:14]I.Cl. The catalyst class is: 80. Product: [CH3:14][N:8]1[C:9]2[C:5](=[C:4]([N+:1]([O-:3])=[O:2])[CH:12]=[CH:11][CH:10]=2)[C:6](=[O:13])[NH:7]1. (3) The catalyst class is: 47. Product: [N:33]1([CH2:38][CH2:39][CH2:40][N:41]2[CH2:42][CH2:43][CH:44]([CH2:47][NH:48][C:6](=[O:8])[C:5]3[CH:9]=[C:10]([Cl:11])[C:2]([NH2:1])=[CH:3][C:4]=3[O:12][CH3:13])[CH2:45][CH2:46]2)[CH:37]=[CH:36][N:35]=[N:34]1. Reactant: [NH2:1][C:2]1[C:10]([Cl:11])=[CH:9][C:5]([C:6]([OH:8])=O)=[C:4]([O:12][CH3:13])[CH:3]=1.C(N1C=CN=C1)(N1C=CN=C1)=O.C(N(CC)CC)C.[N:33]1([CH2:38][CH2:39][CH2:40][N:41]2[CH2:46][CH2:45][CH:44]([CH2:47][NH2:48])[CH2:43][CH2:42]2)[CH:37]=[CH:36][N:35]=[N:34]1. (4) Reactant: [N:1]1[CH:6]=[CH:5][CH:4]=[CH:3][C:2]=1[C:7]([NH:9][C:10]1[C:11]([C:21]([OH:23])=O)=[N:12][N:13]([CH:15]2[CH2:20][CH2:19][CH2:18][CH2:17][O:16]2)[CH:14]=1)=[O:8].[C:24]([C:26]([CH3:30])([CH3:29])[CH2:27][NH2:28])#[N:25].CCN=C=NCCCN(C)C.C1C=CC2N(O)N=NC=2C=1.C(=O)([O-])O.[Na+]. The catalyst class is: 3. Product: [C:24]([C:26]([CH3:30])([CH3:29])[CH2:27][NH:28][C:21]([C:11]1[C:10]([NH:9][C:7]([C:2]2[CH:3]=[CH:4][CH:5]=[CH:6][N:1]=2)=[O:8])=[CH:14][N:13]([CH:15]2[CH2:20][CH2:19][CH2:18][CH2:17][O:16]2)[N:12]=1)=[O:23])#[N:25]. (5) Reactant: [F:1][C:2]([F:39])([F:38])[CH2:3][CH2:4][CH:5]([NH:22][C:23]1[CH:37]=[CH:36][C:26]([C:27]([NH:29][CH2:30][CH2:31][C:32]([O:34]C)=[O:33])=[O:28])=[CH:25][N:24]=1)[C:6]1[CH:11]=[CH:10][C:9]([C:12]2[CH:17]=[CH:16][C:15]([C:18]([F:21])([F:20])[F:19])=[CH:14][CH:13]=2)=[CH:8][CH:7]=1.[OH-].[Na+]. Product: [F:39][C:2]([F:1])([F:38])[CH2:3][CH2:4][CH:5]([NH:22][C:23]1[CH:37]=[CH:36][C:26]([C:27]([NH:29][CH2:30][CH2:31][C:32]([OH:34])=[O:33])=[O:28])=[CH:25][N:24]=1)[C:6]1[CH:7]=[CH:8][C:9]([C:12]2[CH:13]=[CH:14][C:15]([C:18]([F:21])([F:20])[F:19])=[CH:16][CH:17]=2)=[CH:10][CH:11]=1. The catalyst class is: 5.